This data is from Forward reaction prediction with 1.9M reactions from USPTO patents (1976-2016). The task is: Predict the product of the given reaction. (1) The product is: [Br:1][C:2]1[CH:3]=[C:4]([CH2:10][O:11][CH:12]2[CH2:17][CH2:16][CH2:15][CH2:14][O:13]2)[C:5]2[N:6]([CH:18]=[N:9][N:8]=2)[CH:7]=1. Given the reactants [Br:1][C:2]1[CH:3]=[C:4]([CH2:10][O:11][CH:12]2[CH2:17][CH2:16][CH2:15][CH2:14][O:13]2)[C:5]([NH:8][NH2:9])=[N:6][CH:7]=1.[CH2:18](OC(OCC)OCC)C, predict the reaction product. (2) Given the reactants C(OC([N:8]1[CH2:13][CH2:12][C@@H:11]([S:14]([CH3:17])(=[O:16])=[O:15])[C@H:10]([F:18])[CH2:9]1)=O)(C)(C)C.FC(F)(F)C(O)=O.C1(C)C=CC=CC=1, predict the reaction product. The product is: [F:18][C@H:10]1[C@H:11]([S:14]([CH3:17])(=[O:15])=[O:16])[CH2:12][CH2:13][NH:8][CH2:9]1. (3) Given the reactants [CH2:1]([O:3][C:4](=[O:24])[CH:5]([C:14]1[CH:19]=[CH:18][C:17]([O:20][CH3:21])=[CH:16][C:15]=1[O:22][CH3:23])[N:6]=[CH:7][C:8]1[CH:13]=[CH:12]C=CC=1)[CH3:2].[H-].[Na+].C([O:29]C(=O)CCCBr)C, predict the reaction product. The product is: [CH2:1]([O:3][C:4]([C:5]1([C:14]2[CH:19]=[CH:18][C:17]([O:20][CH3:21])=[CH:16][C:15]=2[O:22][CH3:23])[CH2:12][CH2:13][CH2:8][C:7](=[O:29])[NH:6]1)=[O:24])[CH3:2]. (4) Given the reactants [Cl:1][C:2]1[CH:7]=[CH:6][C:5]2[C:8]3([O:23][C:24](=[O:25])[C:4]=2[CH:3]=1)[C:13]1[CH:14]=[C:15]([C:17]2[CH:22]=[CH:21][N:20]=[CH:19][CH:18]=2)[S:16][C:12]=1[CH2:11][CH2:10][CH2:9]3.[O:26]1CCOCC1.S(OOS([O-])(=O)=O)([O-])(=O)=O.[K+].[K+].CC1C=C(C)N=C(C)C=1, predict the reaction product. The product is: [Cl:1][C:2]1[CH:7]=[CH:6][C:5]2[C:8]3([O:23][C:24](=[O:25])[C:4]=2[CH:3]=1)[C:13]1[CH:14]=[C:15]([C:17]2[CH:22]=[CH:21][N:20]=[CH:19][CH:18]=2)[S:16][C:12]=1[C:11](=[O:26])[CH2:10][CH2:9]3. (5) Given the reactants [OH:1][C:2]1[CH:3]=[C:4]([CH:10]=[CH:11][CH:12]=1)[C:5]([O:7][CH2:8][CH3:9])=[O:6].C(=O)([O-])[O-].[K+].[K+].Br[C:20]1[CH:25]=[CH:24][C:23]([O:26][CH2:27][CH3:28])=[CH:22][CH:21]=1, predict the reaction product. The product is: [CH2:27]([O:26][C:23]1[CH:24]=[CH:25][C:20]([O:1][C:2]2[CH:3]=[C:4]([CH:10]=[CH:11][CH:12]=2)[C:5]([O:7][CH2:8][CH3:9])=[O:6])=[CH:21][CH:22]=1)[CH3:28]. (6) Given the reactants [NH2:1][CH2:2][CH2:3][CH2:4][CH2:5][C:6]([CH3:10])([CH3:9])[CH2:7][OH:8].[N:11]([CH2:14][CH2:15][CH2:16][C:17]([CH3:27])([CH3:26])[CH2:18][O:19]C1CCCCO1)=[C:12]=[O:13], predict the reaction product. The product is: [OH:8][CH2:7][C:6]([CH3:10])([CH3:9])[CH2:5][CH2:4][CH2:3][CH2:2][NH:1][C:12]([NH:11][CH2:14][CH2:15][CH2:16][C:17]([CH3:27])([CH3:26])[CH2:18][OH:19])=[O:13].